From a dataset of Retrosynthesis with 50K atom-mapped reactions and 10 reaction types from USPTO. Predict the reactants needed to synthesize the given product. (1) Given the product COC(=O)c1cc(Cl)nc(S(C)=O)c1, predict the reactants needed to synthesize it. The reactants are: COC(=O)c1cc(Cl)nc(SC)c1.O=C(OO)c1cccc(Cl)c1. (2) Given the product C[C@@H]1CN(C(=O)OC(C)(C)C)Cc2cc3cc(F)cnc3n21, predict the reactants needed to synthesize it. The reactants are: C[C@H](CNC(=O)OC(C)(C)C)n1c(CO)cc2cc(F)cnc21.